This data is from Blood-brain barrier permeability classification from the B3DB database. The task is: Regression/Classification. Given a drug SMILES string, predict its absorption, distribution, metabolism, or excretion properties. Task type varies by dataset: regression for continuous measurements (e.g., permeability, clearance, half-life) or binary classification for categorical outcomes (e.g., BBB penetration, CYP inhibition). Dataset: b3db_classification. (1) The compound is CCc1c(C)[n+]([NH-])c(-c2ccc(OC)c(OC)c2)c2cc(OC)c(OC)cc12. The result is 1 (penetrates BBB). (2) The compound is CCOC(=O)C1=C(C)NC(C)=C(C(=O)OC)[C@H]1c1cccc(Cl)c1Cl. The result is 0 (does not penetrate BBB). (3) The compound is Nc1ccc(C(=O)O)cc1. The result is 0 (does not penetrate BBB). (4) The result is 1 (penetrates BBB). The compound is CCCC(C)(COC(N)=O)COC(=O)NC(C)C. (5) The compound is COc1ccc(OC[C@H]2CN(C)CC[C@@H]2c2ccccc2)cc1. The result is 1 (penetrates BBB). (6) The result is 0 (does not penetrate BBB). The molecule is Cc1ccc(=O)n(-c2ccccc2)c1. (7) The drug is CC(C)(C)C(=O)OC1N=C(c2ccccc2)c2cc(Cl)ccc2NC1=O. The result is 1 (penetrates BBB). (8) The compound is COc1ccc([C@H]2[C@H](N)[C@@H]2S(C)(=O)=O)cc1. The result is 1 (penetrates BBB). (9) The compound is COCC1=C(C(=O)O)N2C(=O)C(NC(=O)/C(=N/OC)c3csc(N)n3)C2SC1. The result is 0 (does not penetrate BBB). (10) The drug is COC1=CC(=O)O[C@H]1[C@H](O)c1ccccc1Cl. The result is 1 (penetrates BBB).